Task: Predict the reaction yield, written as a fraction of the theoretical maximum amount of product (1.0 means a 100% yield; for example, 0.34 means a 34% yield).. Dataset: Reaction yield outcomes from USPTO patents with 853,638 reactions The yield is 0.910. The catalyst is C(Cl)Cl. The reactants are [NH2:1][C:2]1[C:7]([OH:8])=[C:6]([S:9]([N:12]2[CH2:16][CH2:15][C@@H:14]([NH2:17])[CH2:13]2)(=[O:11])=[O:10])[C:5]([Cl:18])=[CH:4][CH:3]=1.[C:19](O[C:19]([O:21][C:22]([CH3:25])([CH3:24])[CH3:23])=[O:20])([O:21][C:22]([CH3:25])([CH3:24])[CH3:23])=[O:20]. The product is [C:22]([O:21][C:19](=[O:20])[NH:17][C@@H:14]1[CH2:15][CH2:16][N:12]([S:9]([C:6]2[C:5]([Cl:18])=[CH:4][CH:3]=[C:2]([NH2:1])[C:7]=2[OH:8])(=[O:11])=[O:10])[CH2:13]1)([CH3:25])([CH3:24])[CH3:23].